From a dataset of Full USPTO retrosynthesis dataset with 1.9M reactions from patents (1976-2016). Predict the reactants needed to synthesize the given product. (1) Given the product [Cl:1][C:2]1[C:7]([NH:26][CH2:25][CH2:24][CH2:23][C:17]2[CH:22]=[CH:21][CH:20]=[CH:19][CH:18]=2)=[N:6][C:5]([NH2:11])=[N:4][C:3]=1[C:12]1[O:13][CH:14]=[CH:15][CH:16]=1, predict the reactants needed to synthesize it. The reactants are: [Cl:1][C:2]1[C:3]([C:12]2[O:13][CH:14]=[CH:15][CH:16]=2)=[N:4][C:5]([NH2:11])=[N:6][C:7]=1S(C)=O.[C:17]1([CH2:23][CH2:24][CH2:25][NH2:26])[CH:22]=[CH:21][CH:20]=[CH:19][CH:18]=1. (2) Given the product [Cl:1][CH2:2][CH2:3][CH2:4][O:5][C:6]1[CH:21]=[CH:20][C:9]([C:10]2[S:31][C:18]3[CH:17]=[CH:16][N:15]=[CH:14][C:13]=3[N:12]=2)=[CH:8][CH:7]=1, predict the reactants needed to synthesize it. The reactants are: [Cl:1][CH2:2][CH2:3][CH2:4][O:5][C:6]1[CH:21]=[CH:20][C:9]([C:10]([NH:12][C:13]2[CH:14]=[N:15][CH:16]=[CH:17][C:18]=2Cl)=O)=[CH:8][CH:7]=1.COC1C=CC(P2(=S)SP(C3C=CC(OC)=CC=3)(=S)[S:31]2)=CC=1.O. (3) Given the product [NH2:1][C:2]1[C:3]([C:8]([F:17])([F:16])[C:9]([F:14])([F:15])[C:10]([F:11])([F:12])[F:13])=[N:4][N:5]([CH2:25][C:26]([N:28]2[CH2:29][CH2:30][N:31]([C:34]3[CH:39]=[CH:38][C:37]([Cl:40])=[CH:36][CH:35]=3)[CH2:32][CH2:33]2)=[O:27])[C:6]=1[CH3:7], predict the reactants needed to synthesize it. The reactants are: [NH2:1][C:2]1[C:3]([C:8]([F:17])([F:16])[C:9]([F:15])([F:14])[C:10]([F:13])([F:12])[F:11])=[N:4][NH:5][C:6]=1[CH3:7].C([O-])([O-])=O.[K+].[K+].Cl[CH2:25][C:26]([N:28]1[CH2:33][CH2:32][N:31]([C:34]2[CH:39]=[CH:38][C:37]([Cl:40])=[CH:36][CH:35]=2)[CH2:30][CH2:29]1)=[O:27].CN(C=O)C.